Task: Predict which catalyst facilitates the given reaction.. Dataset: Catalyst prediction with 721,799 reactions and 888 catalyst types from USPTO (1) Reactant: Cl[C:2](Cl)([O:4]C(=O)OC(Cl)(Cl)Cl)Cl.[C:13]([C:17]1[CH:23]=[CH:22][C:20]([NH2:21])=[CH:19][C:18]=1[F:24])([CH3:16])([CH3:15])[CH3:14].[NH2:25][C:26]1[N:34]=[CH:33][N:32]=[C:31]2[C:27]=1[N:28]=[CH:29][N:30]2[C@H:35]1[C@@H:39]2[O:40][C:41]([CH3:44])([CH3:43])[O:42][C@@H:38]2[C@@H:37]([CH2:45][N:46]([CH3:51])[CH2:47][CH2:48][CH2:49][NH2:50])[O:36]1.O. Product: [NH2:25][C:26]1[N:34]=[CH:33][N:32]=[C:31]2[C:27]=1[N:28]=[CH:29][N:30]2[C@H:35]1[CH:39]2[C@H:38]([O:42][C:41]([CH3:43])([CH3:44])[O:40]2)[C@@H:37]([CH2:45][N:46]([CH3:51])[CH2:47][CH2:48][CH2:49][NH:50][C:2]([NH:21][C:20]2[CH:22]=[CH:23][C:17]([C:13]([CH3:16])([CH3:14])[CH3:15])=[C:18]([F:24])[CH:19]=2)=[O:4])[O:36]1. The catalyst class is: 2. (2) Reactant: [F:1][C:2]1[CH:3]=[C:4]([CH2:12][OH:13])[CH:5]=[C:6]([C:8]([F:11])([F:10])[F:9])[CH:7]=1.C1N=CN([C:19](N2C=NC=C2)=[O:20])C=1.Cl.[N:27]1[N:31]2[CH2:32][CH2:33][CH2:34][NH:35][CH2:36][C:30]2=[CH:29][C:28]=1[C:37]([O:39][CH2:40][CH3:41])=[O:38]. Product: [N:27]1[N:31]2[CH2:32][CH2:33][CH2:34][N:35]([C:19]([O:13][CH2:12][C:4]3[CH:5]=[C:6]([C:8]([F:10])([F:11])[F:9])[CH:7]=[C:2]([F:1])[CH:3]=3)=[O:20])[CH2:36][C:30]2=[CH:29][C:28]=1[C:37]([O:39][CH2:40][CH3:41])=[O:38]. The catalyst class is: 39. (3) Reactant: [Cl:1][C:2]1[C:3]([F:46])=[C:4]([C@@H:8]2[C@@:28]3([C:32]4[CH:33]=[N:34][C:35]([CH3:37])=[CH:36][C:31]=4[N:30](CO)[C:29]3=[O:40])[C@H:27]([CH2:41][C:42]([CH3:45])([CH3:44])[CH3:43])[N:10]3[CH2:11][N:12]([C:15]4[CH:24]=[CH:23][C:18]([C:19]([O:21]C)=[O:20])=[CH:17][C:16]=4[O:25][CH3:26])[C:13](=[O:14])[C@@H:9]23)[CH:5]=[CH:6][CH:7]=1.CCO.[OH-].[Na+].Cl. Product: [Cl:1][C:2]1[C:3]([F:46])=[C:4]([C@@H:8]2[C@@:28]3([C:32]4[CH:33]=[N:34][C:35]([CH3:37])=[CH:36][C:31]=4[NH:30][C:29]3=[O:40])[C@H:27]([CH2:41][C:42]([CH3:44])([CH3:43])[CH3:45])[N:10]3[CH2:11][N:12]([C:15]4[CH:24]=[CH:23][C:18]([C:19]([OH:21])=[O:20])=[CH:17][C:16]=4[O:25][CH3:26])[C:13](=[O:14])[C@@H:9]23)[CH:5]=[CH:6][CH:7]=1. The catalyst class is: 25. (4) Reactant: [C:1]([O:5][C:6]([N:8]1[CH2:13][CH:12]=[C:11](B(O)O)[CH2:10][CH2:9]1)=[O:7])([CH3:4])([CH3:3])[CH3:2].Br[C:18]1[C:24]([Cl:25])=[CH:23][C:21]([NH2:22])=[CH:20][C:19]=1[Cl:26].CN(C=O)C.C(=O)([O-])[O-].[K+].[K+]. Product: [C:1]([O:5][C:6]([N:8]1[CH2:13][CH:12]=[C:11]([C:18]2[C:24]([Cl:25])=[CH:23][C:21]([NH2:22])=[CH:20][C:19]=2[Cl:26])[CH2:10][CH2:9]1)=[O:7])([CH3:4])([CH3:3])[CH3:2]. The catalyst class is: 263. (5) Reactant: [C:1]1([CH2:7][CH2:8][CH2:9][CH2:10][O:11][CH2:12][C:13]2[O:17][N:16]=[C:15]([C:18]([O:20]CC)=[O:19])[CH:14]=2)[CH:6]=[CH:5][CH:4]=[CH:3][CH:2]=1.[OH-].[Na+]. Product: [C:1]1([CH2:7][CH2:8][CH2:9][CH2:10][O:11][CH2:12][C:13]2[O:17][N:16]=[C:15]([C:18]([OH:20])=[O:19])[CH:14]=2)[CH:6]=[CH:5][CH:4]=[CH:3][CH:2]=1. The catalyst class is: 8.